This data is from TCR-epitope binding with 47,182 pairs between 192 epitopes and 23,139 TCRs. The task is: Binary Classification. Given a T-cell receptor sequence (or CDR3 region) and an epitope sequence, predict whether binding occurs between them. (1) The epitope is TLDSKTQSL. The TCR CDR3 sequence is CASSDIWDRVRESEAFF. Result: 1 (the TCR binds to the epitope). (2) The epitope is YVLDHLIVV. The TCR CDR3 sequence is CASSTTSGARIGNEQFF. Result: 0 (the TCR does not bind to the epitope).